Dataset: NCI-60 drug combinations with 297,098 pairs across 59 cell lines. Task: Regression. Given two drug SMILES strings and cell line genomic features, predict the synergy score measuring deviation from expected non-interaction effect. (1) Drug 1: C1CC(C1)(C(=O)O)C(=O)O.[NH2-].[NH2-].[Pt+2]. Drug 2: CC(C)(C#N)C1=CC=C(C=C1)N2C3=C4C=C(C=CC4=NC=C3N(C2=O)C)C5=CC6=CC=CC=C6N=C5. Cell line: UACC62. Synergy scores: CSS=61.9, Synergy_ZIP=9.16, Synergy_Bliss=11.1, Synergy_Loewe=-5.64, Synergy_HSA=13.3. (2) Drug 1: CC1=CC=C(C=C1)C2=CC(=NN2C3=CC=C(C=C3)S(=O)(=O)N)C(F)(F)F. Drug 2: COC1=C2C(=CC3=C1OC=C3)C=CC(=O)O2. Cell line: HL-60(TB). Synergy scores: CSS=-4.10, Synergy_ZIP=4.75, Synergy_Bliss=5.70, Synergy_Loewe=-5.77, Synergy_HSA=-3.78. (3) Drug 1: C1=NC(=NC(=O)N1C2C(C(C(O2)CO)O)O)N. Drug 2: CN(C(=O)NC(C=O)C(C(C(CO)O)O)O)N=O. Cell line: SW-620. Synergy scores: CSS=32.4, Synergy_ZIP=-7.47, Synergy_Bliss=0.832, Synergy_Loewe=-31.3, Synergy_HSA=1.72. (4) Drug 1: CC1CCC2CC(C(=CC=CC=CC(CC(C(=O)C(C(C(=CC(C(=O)CC(OC(=O)C3CCCCN3C(=O)C(=O)C1(O2)O)C(C)CC4CCC(C(C4)OC)OCCO)C)C)O)OC)C)C)C)OC. Drug 2: C1CNP(=O)(OC1)N(CCCl)CCCl. Cell line: OVCAR-4. Synergy scores: CSS=0.744, Synergy_ZIP=-4.01, Synergy_Bliss=-2.76, Synergy_Loewe=-17.2, Synergy_HSA=-4.37.